The task is: Predict the reaction yield, written as a fraction of the theoretical maximum amount of product (1.0 means a 100% yield; for example, 0.34 means a 34% yield).. This data is from Reaction yield outcomes from USPTO patents with 853,638 reactions. (1) The reactants are [CH:1]1([CH:6]([OH:17])[C:7]([O:9][CH2:10][C:11]2[CH:16]=[CH:15][CH:14]=[CH:13][CH:12]=2)=[O:8])[CH2:5][CH2:4][CH2:3][CH2:2]1. The catalyst is ClCCl. The product is [O:17]=[C:6]([CH:1]1[CH2:5][CH2:4][CH2:3][CH2:2]1)[C:7]([O:9][CH2:10][C:11]1[CH:12]=[CH:13][CH:14]=[CH:15][CH:16]=1)=[O:8]. The yield is 0.900. (2) The reactants are [C:1]1([C:10]2[C:5](=[CH:6][CH:7]=[CH:8][CH:9]=2)[CH2:4][O:3]1)=[O:2].[C-:11]#[N:12].[K+]. No catalyst specified. The product is [C:11]([CH2:4][C:5]1[CH:6]=[CH:7][CH:8]=[CH:9][C:10]=1[C:1]([OH:3])=[O:2])#[N:12]. The yield is 0.887. (3) The reactants are I[C:2]1[C:3]([NH2:9])=[N:4][CH:5]=[C:6]([CH3:8])[CH:7]=1.N12CCN(CC1)CC2.[CH3:18][Si:19]([C:22]#[C:23][C:24]1[CH:25]=[N:26][CH:27]=[N:28][CH:29]=1)([CH3:21])[CH3:20]. The catalyst is Cl[Pd](Cl)([P](C1C=CC=CC=1)(C1C=CC=CC=1)C1C=CC=CC=1)[P](C1C=CC=CC=1)(C1C=CC=CC=1)C1C=CC=CC=1.CN(C)C=O. The product is [CH3:8][C:6]1[CH:7]=[C:2]2[C:23]([C:24]3[CH:29]=[N:28][CH:27]=[N:26][CH:25]=3)=[C:22]([Si:19]([CH3:18])([CH3:21])[CH3:20])[NH:9][C:3]2=[N:4][CH:5]=1. The yield is 0.350. (4) The reactants are [CH2:1]([OH:19])[CH2:2][CH2:3][CH2:4][CH2:5][CH2:6][CH2:7][CH2:8]/[CH:9]=[CH:10]\[CH2:11]/[CH:12]=[CH:13]\[CH2:14][CH2:15][CH2:16][CH2:17][CH3:18].C(N(CC)CC)C.[CH3:27][S:28](Cl)(=[O:30])=[O:29]. The catalyst is C(Cl)Cl. The product is [S:28]([O:19][CH2:1][CH2:2][CH2:3][CH2:4][CH2:5][CH2:6][CH2:7][CH2:8]/[CH:9]=[CH:10]\[CH2:11]/[CH:12]=[CH:13]\[CH2:14][CH2:15][CH2:16][CH2:17][CH3:18])(=[O:30])(=[O:29])[CH3:27]. The yield is 0.970. (5) The reactants are [F:1][C:2]([F:26])([F:25])[O:3][C:4]1[CH:9]=[CH:8][C:7]([NH:10][C:11]2[C:20]3[C:15](=[CH:16][C:17]([C:21]([O:23]C)=[O:22])=[CH:18][CH:19]=3)[N:14]=[CH:13][N:12]=2)=[CH:6][CH:5]=1.[Li+].[OH-]. The catalyst is C1COCC1.O. The product is [F:26][C:2]([F:1])([F:25])[O:3][C:4]1[CH:9]=[CH:8][C:7]([NH:10][C:11]2[C:20]3[C:15](=[CH:16][C:17]([C:21]([OH:23])=[O:22])=[CH:18][CH:19]=3)[N:14]=[CH:13][N:12]=2)=[CH:6][CH:5]=1. The yield is 0.800. (6) The reactants are [N:1]1[CH:6]=[CH:5][CH:4]=[CH:3][C:2]=1[CH2:7][O:8][C:9]1[CH:14]=[CH:13][NH:12][C:11](=[O:15])[CH:10]=1.Br[C:17]1[CH:25]=[C:24]2[C:20]([C:21]3[CH2:30][CH2:29][N:28]([C:31]([O:33][C:34]([CH3:37])([CH3:36])[CH3:35])=[O:32])[CH2:27][C:22]=3[N:23]2[CH3:26])=[CH:19][CH:18]=1. No catalyst specified. The product is [CH3:26][N:23]1[C:24]2[C:20](=[CH:19][CH:18]=[C:17]([N:12]3[CH:13]=[CH:14][C:9]([O:8][CH2:7][C:2]4[CH:3]=[CH:4][CH:5]=[CH:6][N:1]=4)=[CH:10][C:11]3=[O:15])[CH:25]=2)[C:21]2[CH2:30][CH2:29][N:28]([C:31]([O:33][C:34]([CH3:37])([CH3:36])[CH3:35])=[O:32])[CH2:27][C:22]1=2. The yield is 0.510. (7) The catalyst is C(Cl)Cl. The reactants are C(OC(=O)[NH:7][C:8]1[CH:13]=[CH:12][C:11]([CH:14]2[CH2:19][CH2:18][N:17]([C:20](=[O:29])[CH2:21][N:22]3[CH2:27][CH2:26][N:25]([CH3:28])[CH2:24][CH2:23]3)[CH2:16][CH2:15]2)=[CH:10][CH:9]=1)(C)(C)C.C(O)(C(F)(F)F)=O. The yield is 0.720. The product is [NH2:7][C:8]1[CH:13]=[CH:12][C:11]([CH:14]2[CH2:19][CH2:18][N:17]([C:20](=[O:29])[CH2:21][N:22]3[CH2:23][CH2:24][N:25]([CH3:28])[CH2:26][CH2:27]3)[CH2:16][CH2:15]2)=[CH:10][CH:9]=1. (8) The reactants are CC1[N:3]([C:8]2[N:13]=[C:12]([CH2:14][CH2:15][C:16]3[CH:17]=[C:18]([CH:21]=[C:22]([NH:24][CH2:25][CH2:26][C:27]4[CH:32]=[CH:31][CH:30]=[CH:29][N:28]=4)[CH:23]=3)[C:19]#[N:20])[CH:11]=[C:10]([CH3:33])[CH:9]=2)C(C)=CC=1.Cl.NO.CCO. The catalyst is O. The product is [NH2:3][C:8]1[N:13]=[C:12]([CH2:14][CH2:15][C:16]2[CH:17]=[C:18]([CH:21]=[C:22]([NH:24][CH2:25][CH2:26][C:27]3[CH:32]=[CH:31][CH:30]=[CH:29][N:28]=3)[CH:23]=2)[C:19]#[N:20])[CH:11]=[C:10]([CH3:33])[CH:9]=1. The yield is 0.760. (9) The reactants are [NH2:1][C:2]1[C:7]2=[CH:8][C:9]3[C:10]4[C:15]([C:14](=[O:16])[N:13]([CH2:17][CH2:18][N:19]([CH3:21])[CH3:20])[C:12](=[O:22])[C:11]=4[CH:23]=[CH:24][CH:25]=3)=[C:6]2[CH:5]=[CH:4][CH:3]=1.[CH2:26]1[O:34][C:33]2[CH:32]=[CH:31][C:30]([N:35]=[C:36]=[O:37])=[CH:29][C:28]=2[O:27]1. The catalyst is C(#N)C. The product is [O:34]1[C:33]2[CH:32]=[CH:31][C:30]([NH:35][C:36]([NH:1][C:2]3[C:7]4=[CH:8][C:9]5[C:10]6[C:15]([C:14](=[O:16])[N:13]([CH2:17][CH2:18][N:19]([CH3:20])[CH3:21])[C:12](=[O:22])[C:11]=6[CH:23]=[CH:24][CH:25]=5)=[C:6]4[CH:5]=[CH:4][CH:3]=3)=[O:37])=[CH:29][C:28]=2[O:27][CH2:26]1. The yield is 0.510. (10) The reactants are [Br:1][C:2]1[CH:3]=[N:4][CH:5]=[C:6]([CH:10]=1)[C:7](Cl)=[O:8].[CH3:11][NH:12][CH3:13].C1COCC1. The catalyst is N1C=CC=CC=1. The product is [Br:1][C:2]1[CH:3]=[N:4][CH:5]=[C:6]([CH:10]=1)[C:7]([N:12]([CH3:13])[CH3:11])=[O:8]. The yield is 0.890.